From a dataset of Full USPTO retrosynthesis dataset with 1.9M reactions from patents (1976-2016). Predict the reactants needed to synthesize the given product. (1) Given the product [CH:1]1([NH:4][C:5](=[O:29])[C:6]2[CH:11]=[CH:10][C:9]([CH3:12])=[C:8]([N:13]3[C:22](=[O:23])[C:21]4[C:16](=[CH:17][CH:18]=[C:19]([O:24][CH2:25][C:26]([OH:48])([CH3:28])[CH2:27][OH:43])[CH:20]=4)[N:15]=[CH:14]3)[CH:7]=2)[CH2:3][CH2:2]1, predict the reactants needed to synthesize it. The reactants are: [CH:1]1([NH:4][C:5](=[O:29])[C:6]2[CH:11]=[CH:10][C:9]([CH3:12])=[C:8]([N:13]3[C:22](=[O:23])[C:21]4[C:16](=[CH:17][CH:18]=[C:19]([O:24][CH2:25][C:26]([CH3:28])=[CH2:27])[CH:20]=4)[N:15]=[CH:14]3)[CH:7]=2)[CH2:3][CH2:2]1.C[N+]1([O-])CCOCC1.S(=O)(O)[O-].[Na+].[OH2:43].CC(C)=O.[OH2:48]. (2) Given the product [Cl:1][C:2]1[CH:3]=[CH:4][C:5]([C:8]2[CH2:12][C:11]([C:17]3[CH:30]=[CH:29][C:20]([NH2:21])=[C:19]([CH3:31])[CH:18]=3)([C:13]([F:15])([F:16])[F:14])[O:10][N:9]=2)=[CH:6][CH:7]=1, predict the reactants needed to synthesize it. The reactants are: [Cl:1][C:2]1[CH:7]=[CH:6][C:5]([C:8]2[CH2:12][C:11]([C:17]3[CH:30]=[CH:29][C:20]([NH:21]C(=O)OC(C)(C)C)=[C:19]([CH3:31])[CH:18]=3)([C:13]([F:16])([F:15])[F:14])[O:10][N:9]=2)=[CH:4][CH:3]=1.FC(F)(F)C(O)=O. (3) Given the product [CH3:12][NH:13][CH2:7][C:6]1[CH:9]=[CH:10][CH:11]=[C:4]([N+:1]([O-:3])=[O:2])[CH:5]=1, predict the reactants needed to synthesize it. The reactants are: [N+:1]([C:4]1[CH:5]=[C:6]([CH:9]=[CH:10][CH:11]=1)[CH2:7]Cl)([O-:3])=[O:2].[CH3:12][NH2:13].Cl. (4) Given the product [Cl:25][CH2:26][S:27]([N:5]([CH2:4][CH2:3][CH2:2][N:32]([CH3:33])[CH3:31])[CH:6]1[CH2:11][CH2:10][N:9]([C:12]([O:14][C:15]([CH3:18])([CH3:17])[CH3:16])=[O:13])[CH2:8][CH2:7]1)(=[O:29])=[O:28], predict the reactants needed to synthesize it. The reactants are: O[CH2:2][CH2:3][CH2:4][NH:5][CH:6]1[CH2:11][CH2:10][N:9]([C:12]([O:14][C:15]([CH3:18])([CH3:17])[CH3:16])=[O:13])[CH2:8][CH2:7]1.C([O-])([O-])=O.[K+].[K+].[Cl:25][CH2:26][S:27](Cl)(=[O:29])=[O:28].[CH3:31][NH:32][CH3:33].